From a dataset of Forward reaction prediction with 1.9M reactions from USPTO patents (1976-2016). Predict the product of the given reaction. (1) Given the reactants CC(CCCCCCCCCCCCC(O)=O)C.CCCC[CH2:23][CH2:24][CH2:25][CH2:26][CH:27]([C:34]([OH:36])=[O:35])[CH2:28][CH2:29]CCCC, predict the reaction product. The product is: [CH2:28]([CH:27]([CH2:26][CH2:25][CH2:24][CH3:23])[C:34]([OH:36])=[O:35])[CH3:29]. (2) The product is: [Cl:17][C:6]1[CH:7]=[N:8][C:9]2[C:14]([C:5]=1[C:4](=[CH2:19])[C:3]([O:2][CH3:1])=[O:18])=[N:13][C:12]([O:15][CH3:16])=[CH:11][CH:10]=2. Given the reactants [CH3:1][O:2][C:3](=[O:18])[CH2:4][C:5]1[C:14]2[C:9](=[CH:10][CH:11]=[C:12]([O:15][CH3:16])[N:13]=2)[N:8]=[CH:7][C:6]=1[Cl:17].[C:19](=O)([O-])[O-].[K+].[K+].C=O.C(OCC)(=O)C, predict the reaction product. (3) Given the reactants [N+]([O-])([O-])=O.[Al+3:5].[N+]([O-])([O-])=O.[N+]([O-])([O-])=O.[C:14]([O-:27])(=[O:26])[CH2:15][CH2:16][CH2:17][CH2:18][CH2:19][CH2:20][CH2:21][CH2:22][C:23]([O-:25])=[O:24].[Na+].[Na+].[Al], predict the reaction product. The product is: [C:14]([O-:27])(=[O:26])[CH2:15][CH2:16][CH2:17][CH2:18][CH2:19][CH2:20][CH2:21][CH2:22][C:23]([O-:25])=[O:24].[Al+3:5].[C:14]([O-:27])(=[O:26])[CH2:15][CH2:16][CH2:17][CH2:18][CH2:19][CH2:20][CH2:21][CH2:22][C:23]([O-:25])=[O:24].[C:14]([O-:27])(=[O:26])[CH2:15][CH2:16][CH2:17][CH2:18][CH2:19][CH2:20][CH2:21][CH2:22][C:23]([O-:25])=[O:24].[Al+3:5]. (4) Given the reactants [C:1]([O:5][C:6]([CH2:8][C@@H:9]1[O:14][C:13]([CH3:16])([CH3:15])[O:12][C@H:11]([CH2:17][CH2:18][N:19]2[C:23]([CH:24]([CH3:26])[CH3:25])=[C:22]([C:27]([OH:29])=[O:28])[N:21]=[C:20]2[C:30]2[CH:35]=[CH:34][C:33]([F:36])=[CH:32][CH:31]=2)[CH2:10]1)=[O:7])([CH3:4])([CH3:3])[CH3:2].N1C(C)=CC=CC=1C.FC(F)(F)C(O[C:50]1[C:55]([F:56])=[C:54]([F:57])[C:53]([F:58])=[C:52]([F:59])[C:51]=1[F:60])=O.Cl, predict the reaction product. The product is: [F:56][C:55]1[C:50]([O:28][C:27]([C:22]2[N:21]=[C:20]([C:30]3[CH:31]=[CH:32][C:33]([F:36])=[CH:34][CH:35]=3)[N:19]([CH2:18][CH2:17][C@@H:11]3[CH2:10][C@H:9]([CH2:8][C:6]([O:5][C:1]([CH3:3])([CH3:4])[CH3:2])=[O:7])[O:14][C:13]([CH3:15])([CH3:16])[O:12]3)[C:23]=2[CH:24]([CH3:26])[CH3:25])=[O:29])=[C:51]([F:60])[C:52]([F:59])=[C:53]([F:58])[C:54]=1[F:57]. (5) Given the reactants [CH2:1]([N:3]1[CH:7]=[C:6]([C:8]2[CH:13]=[CH:12][N:11]=[C:10]3[NH:14][CH:15]=[CH:16][C:9]=23)[C:5]([C:17]2[CH:23]=[CH:22][C:20]([NH2:21])=[CH:19][CH:18]=2)=[N:4]1)[CH3:2].[CH:24]1[CH:28]=[C:27]([CH2:29][C:30](Cl)=[O:31])[S:26][CH:25]=1, predict the reaction product. The product is: [CH2:1]([N:3]1[CH:7]=[C:6]([C:8]2[CH:13]=[CH:12][N:11]=[C:10]3[NH:14][CH:15]=[CH:16][C:9]=23)[C:5]([C:17]2[CH:23]=[CH:22][C:20]([NH:21][C:30](=[O:31])[CH2:29][C:27]3[S:26][CH:25]=[CH:24][CH:28]=3)=[CH:19][CH:18]=2)=[N:4]1)[CH3:2].